Dataset: NCI-60 drug combinations with 297,098 pairs across 59 cell lines. Task: Regression. Given two drug SMILES strings and cell line genomic features, predict the synergy score measuring deviation from expected non-interaction effect. (1) Drug 1: CC(C1=C(C=CC(=C1Cl)F)Cl)OC2=C(N=CC(=C2)C3=CN(N=C3)C4CCNCC4)N. Drug 2: C1=NC2=C(N=C(N=C2N1C3C(C(C(O3)CO)O)O)F)N. Cell line: SF-539. Synergy scores: CSS=-3.57, Synergy_ZIP=4.77, Synergy_Bliss=-4.50, Synergy_Loewe=-5.65, Synergy_HSA=-4.75. (2) Drug 1: C1=CC(=CC=C1C#N)C(C2=CC=C(C=C2)C#N)N3C=NC=N3. Drug 2: C1CC(=O)NC(=O)C1N2C(=O)C3=CC=CC=C3C2=O. Cell line: NCIH23. Synergy scores: CSS=10.1, Synergy_ZIP=-5.12, Synergy_Bliss=-7.85, Synergy_Loewe=-2.82, Synergy_HSA=-6.75. (3) Drug 1: CCCCCOC(=O)NC1=NC(=O)N(C=C1F)C2C(C(C(O2)C)O)O. Drug 2: CC(C)CN1C=NC2=C1C3=CC=CC=C3N=C2N. Cell line: HCT-15. Synergy scores: CSS=1.33, Synergy_ZIP=0.600, Synergy_Bliss=-1.52, Synergy_Loewe=-0.308, Synergy_HSA=-3.45. (4) Drug 1: CN1C2=C(C=C(C=C2)N(CCCl)CCCl)N=C1CCCC(=O)O.Cl. Drug 2: CC1C(C(CC(O1)OC2CC(CC3=C2C(=C4C(=C3O)C(=O)C5=CC=CC=C5C4=O)O)(C(=O)C)O)N)O. Cell line: T-47D. Synergy scores: CSS=40.7, Synergy_ZIP=-1.95, Synergy_Bliss=0.299, Synergy_Loewe=-18.7, Synergy_HSA=2.66.